Dataset: Forward reaction prediction with 1.9M reactions from USPTO patents (1976-2016). Task: Predict the product of the given reaction. (1) Given the reactants [Cl:1][C:2]1[CH:7]=[C:6]([N+:8]([O-:10])=[O:9])[CH:5]=[C:4]([CH2:11][S:12][CH3:13])[CH:3]=1.I([O-])(=O)(=O)=[O:15].[Na+], predict the reaction product. The product is: [Cl:1][C:2]1[CH:7]=[C:6]([N+:8]([O-:10])=[O:9])[CH:5]=[C:4]([CH2:11][S:12]([CH3:13])=[O:15])[CH:3]=1. (2) Given the reactants Br[C:2]1[CH:7]=[C:6]([F:8])[CH:5]=[C:4]([F:9])[C:3]=1[Br:10].[CH3:11][O:12][CH:13]([O:16]C)[CH:14]=[CH2:15].C(N(CC)CC)C, predict the reaction product. The product is: [Br:10][C:3]1[C:4]([F:9])=[CH:5][C:6]([F:8])=[CH:7][C:2]=1[CH2:15][CH2:14][C:13]([O:12][CH3:11])=[O:16]. (3) Given the reactants [NH:1]1[C:9]2[C:4](=[CH:5][CH:6]=[CH:7][CH:8]=2)[C:3]2([C:13]3[CH:14]=[C:15]4[C:20](=[CH:21][C:12]=3[O:11][CH2:10]2)[O:19][CH2:18][CH2:17][CH2:16]4)[C:2]1=[O:22].CC1C=CC(S(O[CH2:34][C@H:35]2[CH2:39][CH2:38][CH2:37][O:36]2)(=O)=O)=CC=1.BrCC1CCCCO1, predict the reaction product. The product is: [O:36]1[CH2:37][CH2:38][CH2:39][C@@H:35]1[CH2:34][N:1]1[C:9]2[C:4](=[CH:5][CH:6]=[CH:7][CH:8]=2)[C:3]2([C:13]3[CH:14]=[C:15]4[C:20](=[CH:21][C:12]=3[O:11][CH2:10]2)[O:19][CH2:18][CH2:17][CH2:16]4)[C:2]1=[O:22]. (4) Given the reactants [C:1]([O:5][C:6](=[O:27])[NH:7][C:8]1([C:12]2[CH:17]=[CH:16][C:15]([C:18](=O)[CH2:19][C:20]3[CH:25]=[CH:24][CH:23]=[CH:22][CH:21]=3)=[CH:14][CH:13]=2)[CH2:11][CH2:10][CH2:9]1)([CH3:4])([CH3:3])[CH3:2].[Cl:28][C:29]1[C:34]([CH:35]=O)=[C:33]([NH:37]C(=O)OC(C)(C)C)[CH:32]=[CH:31][N:30]=1.C(=O)([O-])[O-].[K+].[K+].CN(C=O)C, predict the reaction product. The product is: [C:1]([O:5][C:6](=[O:27])[NH:7][C:8]1([C:12]2[CH:17]=[CH:16][C:15]([C:18]3[C:19]([C:20]4[CH:25]=[CH:24][CH:23]=[CH:22][CH:21]=4)=[CH:35][C:34]4[C:33](=[CH:32][CH:31]=[N:30][C:29]=4[Cl:28])[N:37]=3)=[CH:14][CH:13]=2)[CH2:11][CH2:10][CH2:9]1)([CH3:4])([CH3:3])[CH3:2]. (5) Given the reactants FC(F)(F)C1C=C(NC(=O)NC2C=CC(C3SC(CCC(OC)=O)=NC=3)=CC=2)C=CC=1.[NH2:32][C:33]1[CH:38]=[CH:37][C:36]([C:39]2[S:43][C:42]([CH:44]3[CH2:49][CH2:48][CH:47]([C:50]([O:52][CH3:53])=[O:51])[CH2:46][CH2:45]3)=[N:41][CH:40]=2)=[CH:35][CH:34]=1.[Cl:54][C:55]1[CH:60]=[CH:59][C:58]([N:61]=[C:62]=[S:63])=[CH:57][CH:56]=1, predict the reaction product. The product is: [Cl:54][C:55]1[CH:60]=[CH:59][C:58]([NH:61][C:62](=[S:63])[NH:32][C:33]2[CH:34]=[CH:35][C:36]([C:39]3[S:43][C:42]([CH:44]4[CH2:45][CH2:46][CH:47]([C:50]([O:52][CH3:53])=[O:51])[CH2:48][CH2:49]4)=[N:41][CH:40]=3)=[CH:37][CH:38]=2)=[CH:57][CH:56]=1. (6) Given the reactants Br[C:2]1[S:3][C:4]([Cl:7])=[CH:5][CH:6]=1.[Mg].[CH2:9]([O:11][C:12]([N:14]1[CH2:19][CH2:18][C:17](=[O:20])[CH2:16][CH2:15]1)=[O:13])[CH3:10].[Cl-].[NH4+], predict the reaction product. The product is: [Cl:7][C:4]1[S:3][C:2]([C:17]2([OH:20])[CH2:16][CH2:15][N:14]([C:12]([O:11][CH2:9][CH3:10])=[O:13])[CH2:19][CH2:18]2)=[CH:6][CH:5]=1. (7) Given the reactants [C:1]1([N:7]2[C:11]([C:12]([NH2:14])=O)=[CH:10][N:9]=[N:8]2)[CH:6]=[CH:5][CH:4]=[CH:3][CH:2]=1.CCN(C(C)C)C(C)C.CS(OS(C)(=O)=O)(=O)=O, predict the reaction product. The product is: [C:1]1([N:7]2[C:11]([C:12]#[N:14])=[CH:10][N:9]=[N:8]2)[CH:2]=[CH:3][CH:4]=[CH:5][CH:6]=1.